Dataset: Reaction yield outcomes from USPTO patents with 853,638 reactions. Task: Predict the reaction yield, written as a fraction of the theoretical maximum amount of product (1.0 means a 100% yield; for example, 0.34 means a 34% yield). (1) The yield is 0.870. The reactants are [Cl:1][C:2]1[CH:3]=[C:4]([C:8]2[CH:9]=[C:10]([CH2:16][N:17]3[CH:21]=[C:20]([C:22]([O:24]CC)=[O:23])[CH:19]=[N:18]3)[CH:11]=[N:12][C:13]=2[O:14][CH3:15])[CH:5]=[CH:6][CH:7]=1.[OH-].[Li+]. The catalyst is C1COCC1.CO. The product is [Cl:1][C:2]1[CH:3]=[C:4]([C:8]2[CH:9]=[C:10]([CH2:16][N:17]3[CH:21]=[C:20]([C:22]([OH:24])=[O:23])[CH:19]=[N:18]3)[CH:11]=[N:12][C:13]=2[O:14][CH3:15])[CH:5]=[CH:6][CH:7]=1. (2) The reactants are [Cl:1][C:2]1[C:6]([NH:7][CH2:8][CH3:9])=[CH:5][N:4]([C:10]2[CH:11]=[N:12][CH:13]=[CH:14][CH:15]=2)[N:3]=1.N1C=CC=CC=1.[F:22][C:23]([F:33])([F:32])[CH2:24][CH2:25][S:26][CH2:27][CH2:28][C:29](Cl)=[O:30].O. The catalyst is C(Cl)Cl.CN(C)C1C=CN=CC=1. The product is [Cl:1][C:2]1[C:6]([N:7]([CH2:8][CH3:9])[C:29](=[O:30])[CH2:28][CH2:27][S:26][CH2:25][CH2:24][C:23]([F:33])([F:32])[F:22])=[CH:5][N:4]([C:10]2[CH:11]=[N:12][CH:13]=[CH:14][CH:15]=2)[N:3]=1. The yield is 0.890. (3) The reactants are [CH3:1][C:2]([CH3:24])([CH3:23])[C@H:3]([NH:11][CH2:12][CH2:13][NH:14][CH2:15][C:16]1[CH:21]=[CH:20][CH:19]=[C:18]([CH3:22])[N:17]=1)[C:4]([O:6][C:7]([CH3:10])([CH3:9])[CH3:8])=[O:5].C1C(=O)N(OC(ON2C(=O)CCC2=O)=O)[C:27](=[O:28])C1.C(N(CC)CC)C. The catalyst is ClCCCl. The product is [CH3:1][C:2]([CH3:24])([CH3:23])[C@H:3]([N:11]1[CH2:12][CH2:13][N:14]([CH2:15][C:16]2[CH:21]=[CH:20][CH:19]=[C:18]([CH3:22])[N:17]=2)[C:27]1=[O:28])[C:4]([O:6][C:7]([CH3:8])([CH3:9])[CH3:10])=[O:5]. The yield is 0.700. (4) The reactants are C[N:2]([CH3:6])[C:3]([NH2:5])=[S:4].C1(C)C=CC=CC=1.[C:14](=O)([O-])[O-].[Na+].[Na+].Cl[C:21]([O:23][CH3:24])=[O:22]. The catalyst is O. The product is [CH3:6][N:2]([C:3](=[S:4])[NH:5][CH3:14])[C:21](=[O:22])[O:23][CH3:24]. The yield is 0.903. (5) The reactants are [NH:1]1[CH2:5][CH2:4][CH2:3][C@H:2]1[C:6]([OH:8])=[O:7].O.C([O-])([O-])=O.[Na+].[Na+].[CH:16]1[CH:21]=[CH:20][C:19]([CH2:22][O:23][C:24](Cl)=[O:25])=[CH:18][CH:17]=1. The catalyst is C1COCC1. The product is [CH2:22]([O:23][C:24]([N:1]1[CH2:5][CH2:4][CH2:3][C@H:2]1[C:6]([OH:8])=[O:7])=[O:25])[C:19]1[CH:20]=[CH:21][CH:16]=[CH:17][CH:18]=1. The yield is 0.697. (6) The reactants are [CH3:1][C:2]1([CH3:28])[C:14]2[CH:13]=[C:12]([C:15]3[C:20]4[O:21][C:22]5[CH:27]=[CH:26][CH:25]=[CH:24][C:23]=5[C:19]=4[CH:18]=[CH:17][CH:16]=3)[CH:11]=[CH:10][C:9]=2[C:8]2[C:3]1=[CH:4][CH:5]=[CH:6][CH:7]=2.C([Li])(CC)C.C1CCCCC1.C(O[B:44]1[O:48][C:47]([CH3:50])([CH3:49])[C:46]([CH3:52])([CH3:51])[O:45]1)(C)C. The catalyst is C1COCC1. The product is [CH3:1][C:2]1([CH3:28])[C:14]2[CH:13]=[C:12]([C:15]3[C:20]4[O:21][C:22]5[C:27]([B:44]6[O:48][C:47]([CH3:50])([CH3:49])[C:46]([CH3:52])([CH3:51])[O:45]6)=[CH:26][CH:25]=[CH:24][C:23]=5[C:19]=4[CH:18]=[CH:17][CH:16]=3)[CH:11]=[CH:10][C:9]=2[C:8]2[C:3]1=[CH:4][CH:5]=[CH:6][CH:7]=2. The yield is 0.840.